Dataset: Peptide-MHC class II binding affinity with 134,281 pairs from IEDB. Task: Regression. Given a peptide amino acid sequence and an MHC pseudo amino acid sequence, predict their binding affinity value. This is MHC class II binding data. (1) The peptide sequence is RVLDTVEKWLACGVD. The MHC is HLA-DQA10501-DQB10402 with pseudo-sequence HLA-DQA10501-DQB10402. The binding affinity (normalized) is 0.312. (2) The peptide sequence is MYFNLIDTKCYKL. The MHC is DRB1_0101 with pseudo-sequence DRB1_0101. The binding affinity (normalized) is 0.297. (3) The MHC is DRB1_0301 with pseudo-sequence DRB1_0301. The peptide sequence is ASRELERFAVNPGLL. The binding affinity (normalized) is 0.374. (4) The peptide sequence is GELQIVDKIDAPFKI. The MHC is DRB1_1201 with pseudo-sequence DRB1_1201. The binding affinity (normalized) is 0.551.